Dataset: Full USPTO retrosynthesis dataset with 1.9M reactions from patents (1976-2016). Task: Predict the reactants needed to synthesize the given product. (1) Given the product [Si:44]([O:19][C@H:13]([C:14]1[S:15][CH:16]=[CH:17][N:18]=1)[C@@H:12]([NH:20][C:21](=[O:27])[O:22][C:23]([CH3:24])([CH3:26])[CH3:25])[CH2:11][C:4]1[CH:3]=[C:2]([Cl:1])[C:7]2[O:8][CH2:9][O:10][C:6]=2[CH:5]=1)([C:47]([CH3:50])([CH3:49])[CH3:48])([CH3:46])[CH3:45], predict the reactants needed to synthesize it. The reactants are: [Cl:1][C:2]1[C:7]2[O:8][CH2:9][O:10][C:6]=2[CH:5]=[C:4]([CH2:11][C@H:12]([NH:20][C:21](=[O:27])[O:22][C:23]([CH3:26])([CH3:25])[CH3:24])[C@H:13]([OH:19])[C:14]2[S:15][CH:16]=[CH:17][N:18]=2)[CH:3]=1.N1C(C)=CC=CC=1C.O([Si:44]([C:47]([CH3:50])([CH3:49])[CH3:48])([CH3:46])[CH3:45])S(C(F)(F)F)(=O)=O.CCN(C(C)C)C(C)C.C(OC(OC(OC(C)(C)C)=O)=O)(C)(C)C.C1COCC1. (2) The reactants are: C(OC([N:8]1[CH2:16][CH2:15][CH2:14][C:13]2([CH2:17][C:18]3[CH:23]=[CH:22][C:21]([Br:24])=[CH:20][CH:19]=3)[N:9]1[C:10](=[O:34])[N:11]([C:26]1[CH:31]=[C:30]([Cl:32])[CH:29]=[C:28]([Cl:33])[CH:27]=1)[C:12]2=[O:25])=O)(C)(C)C. Given the product [Br:24][C:21]1[CH:22]=[CH:23][C:18]([CH2:17][C:13]23[C:12](=[O:25])[N:11]([C:26]4[CH:31]=[C:30]([Cl:32])[CH:29]=[C:28]([Cl:33])[CH:27]=4)[C:10](=[O:34])[N:9]2[NH:8][CH2:16][CH2:15][CH2:14]3)=[CH:19][CH:20]=1, predict the reactants needed to synthesize it. (3) Given the product [Cl:1][C:2]1[CH:3]=[C:4]([C:5]2[O:7][N:28]=[C:19]([C:20]3[CH:25]=[CH:24][C:23]([CH2:26][OH:27])=[CH:22][CH:21]=3)[N:18]=2)[CH:8]=[CH:9][C:10]=1[CH:11]1[CH2:16][CH2:15][CH2:14][CH2:13][CH2:12]1, predict the reactants needed to synthesize it. The reactants are: [Cl:1][C:2]1[CH:3]=[C:4]([CH:8]=[CH:9][C:10]=1[CH:11]1[CH2:16][CH2:15][CH2:14][CH2:13][CH2:12]1)[C:5]([OH:7])=O.O[NH:18][C:19](=[NH:28])[C:20]1[CH:25]=[CH:24][C:23]([CH2:26][OH:27])=[CH:22][CH:21]=1.O.ON1C2C=CC=CC=2N=N1. (4) Given the product [CH3:1][CH:2]1[C:7](=[O:8])[NH:6][N:5]=[C:4]2[CH2:17][O:18][C:19]3[CH:24]=[C:23]([C:25]([F:26])([F:28])[F:27])[C:22]([CH:29]4[CH2:34][CH2:33][N:32]([C:35]([O:37][C:38]([CH3:39])([CH3:41])[CH3:40])=[O:36])[CH2:31][CH2:30]4)=[CH:21][C:20]=3[N:3]12, predict the reactants needed to synthesize it. The reactants are: [CH3:1][CH:2]1[C:7](=[O:8])[N:6](COCC[Si](C)(C)C)[N:5]=[C:4]2[CH2:17][O:18][C:19]3[CH:24]=[C:23]([C:25]([F:28])([F:27])[F:26])[C:22]([CH:29]4[CH2:34][CH2:33][N:32]([C:35]([O:37][C:38]([CH3:41])([CH3:40])[CH3:39])=[O:36])[CH2:31][CH2:30]4)=[CH:21][C:20]=3[N:3]12.CCCC[N+](CCCC)(CCCC)CCCC.[F-]. (5) Given the product [C:18]([O:17][C:15]([N:12]1[CH2:13][CH2:14][CH:10]([C:7]2[S:8][CH:9]=[C:5]([C:3]([OH:4])=[O:2])[C:6]=2[CH3:22])[CH2:11]1)=[O:16])([CH3:21])([CH3:20])[CH3:19], predict the reactants needed to synthesize it. The reactants are: C[O:2][C:3]([C:5]1[C:6]([CH3:22])=[C:7]([CH:10]2[CH2:14][CH2:13][N:12]([C:15]([O:17][C:18]([CH3:21])([CH3:20])[CH3:19])=[O:16])[CH2:11]2)[S:8][CH:9]=1)=[O:4].[OH-].[Na+]. (6) Given the product [N:14]1[CH:15]=[CH:16][CH:17]=[CH:18][C:13]=1[O:12][C:9]1[CH:10]=[C:11]2[C:6](=[CH:7][CH:8]=1)[N:5]=[C:4]([N:19]1[CH2:25][CH2:24][CH2:23][C:22]3[CH:26]=[CH:27][CH:28]=[CH:29][C:21]=3[CH2:20]1)[CH:3]=[C:2]2[NH:32][CH2:31][CH2:30][NH2:33], predict the reactants needed to synthesize it. The reactants are: Cl[C:2]1[C:11]2[C:6](=[CH:7][CH:8]=[C:9]([O:12][C:13]3[CH:18]=[CH:17][CH:16]=[CH:15][N:14]=3)[CH:10]=2)[N:5]=[C:4]([N:19]2[CH2:25][CH2:24][CH2:23][C:22]3[CH:26]=[CH:27][CH:28]=[CH:29][C:21]=3[CH2:20]2)[CH:3]=1.[CH2:30]([NH2:33])[CH2:31][NH2:32]. (7) Given the product [Cl:1][C:2]1[CH:3]=[CH:4][C:5]2[C:6]3[CH2:14][N:13]([CH3:15])[CH2:12][CH2:11][C:7]=3[N:8](/[CH:33]=[C:34](/[C:36]3[CH:41]=[CH:40][C:39]([F:42])=[CH:38][CH:37]=3)\[CH3:35])[C:9]=2[CH:10]=1, predict the reactants needed to synthesize it. The reactants are: [Cl:1][C:2]1[CH:3]=[CH:4][C:5]2[C:6]3[CH2:14][N:13]([CH3:15])[CH2:12][CH2:11][C:7]=3[NH:8][C:9]=2[CH:10]=1.N1CCC[C@H]1C(O)=O.P([O-])([O-])([O-])=O.[K+].[K+].[K+].Br[CH:33]=[C:34]([C:36]1[CH:41]=[CH:40][C:39]([F:42])=[CH:38][CH:37]=1)[CH3:35].